From a dataset of Reaction yield outcomes from USPTO patents with 853,638 reactions. Predict the reaction yield, written as a fraction of the theoretical maximum amount of product (1.0 means a 100% yield; for example, 0.34 means a 34% yield). (1) The reactants are [C:1]([O:5][C:6](=[O:21])[NH:7][C@@H:8]1[C:14](=[O:15])[NH:13][C:12]2[CH:16]=[CH:17][CH:18]=[CH:19][C:11]=2[O:10][C@@H:9]1[CH3:20])([CH3:4])([CH3:3])[CH3:2].[H-].[Na+].[Cl:24][C:25]1[CH:32]=[CH:31][C:28]([CH2:29]Cl)=[CH:27][CH:26]=1. The catalyst is CN(C)C=O. The product is [C:1]([O:5][C:6](=[O:21])[NH:7][C@@H:8]1[C:14](=[O:15])[N:13]([CH2:29][C:28]2[CH:31]=[CH:32][C:25]([Cl:24])=[CH:26][CH:27]=2)[C:12]2[CH:16]=[CH:17][CH:18]=[CH:19][C:11]=2[O:10][C@@H:9]1[CH3:20])([CH3:4])([CH3:2])[CH3:3]. The yield is 0.840. (2) The reactants are [CH3:1][C:2]([CH3:32])([CH3:31])[C:3](=[O:30])[CH2:4][O:5][C:6]1[CH:11]=[CH:10][C:9]([C:12]([C:17]2[S:21][C:20]3[CH:22]=[C:23]([C:26]([OH:28])=[O:27])[CH:24]=[CH:25][C:19]=3[CH:18]=2)([CH2:15][CH3:16])[CH2:13][CH3:14])=[CH:8][C:7]=1[CH3:29].[BH4-].[Na+]. No catalyst specified. The product is [CH2:13]([C:12]([C:17]1[S:21][C:20]2[CH:22]=[C:23]([C:26]([OH:28])=[O:27])[CH:24]=[CH:25][C:19]=2[CH:18]=1)([C:9]1[CH:10]=[CH:11][C:6]([O:5][CH2:4][CH:3]([OH:30])[C:2]([CH3:31])([CH3:32])[CH3:1])=[C:7]([CH3:29])[CH:8]=1)[CH2:15][CH3:16])[CH3:14]. The yield is 0.990.